This data is from Full USPTO retrosynthesis dataset with 1.9M reactions from patents (1976-2016). The task is: Predict the reactants needed to synthesize the given product. The reactants are: [OH:1][C:2]1[N:6]([CH:7](O)[CH3:8])[N:5]=[C:4]([CH3:10])[CH:3]=1.[OH:11][CH2:12][CH2:13][N:14]([CH2:23][CH2:24][OH:25])[C:15]1[CH:22]=[CH:21][C:18]([CH:19]=O)=[CH:17][CH:16]=1.C([OH:28])C. Given the product [OH:25][CH2:24][CH2:23][N:14]([CH2:13][CH2:12][OH:11])[C:15]1[CH:22]=[CH:21][C:18]([CH:19]=[C:3]2[C:4]([CH3:10])=[N:5][N:6]([CH2:7][CH2:8][OH:28])[C:2]2=[O:1])=[CH:17][CH:16]=1, predict the reactants needed to synthesize it.